From a dataset of Full USPTO retrosynthesis dataset with 1.9M reactions from patents (1976-2016). Predict the reactants needed to synthesize the given product. (1) Given the product [CH3:23][C:17]1[CH:16]=[C:15]([C:7]2[N:8]=[CH:9][C:10]3[C:5]([CH:6]=2)=[CH:4][C:3]([O:2][CH3:1])=[CH:12][C:11]=3[O:13][CH3:14])[CH:20]=[C:19]([CH3:21])[C:18]=1[O:22][CH2:25][CH2:26][N:27]1[CH2:32][CH2:31][O:30][CH2:29][CH2:28]1, predict the reactants needed to synthesize it. The reactants are: [CH3:1][O:2][C:3]1[CH:4]=[C:5]2[C:10](=[C:11]([O:13][CH3:14])[CH:12]=1)[CH:9]=[N:8][C:7]([C:15]1[CH:20]=[C:19]([CH3:21])[C:18]([OH:22])=[C:17]([CH3:23])[CH:16]=1)=[CH:6]2.O[CH2:25][CH2:26][N:27]1[CH2:32][CH2:31][O:30][CH2:29][CH2:28]1.C(N(CC)C(C)C)(C)C.CCOC(/N=N/C(OCC)=O)=O. (2) Given the product [Cl:22][C:20]1[CH:21]=[CH:14][C:15]([C:16]#[N:17])=[C:18]([C:3]2[C:2]([F:1])=[CH:7][N:6]=[C:5]([O:8][CH3:9])[CH:4]=2)[CH:19]=1, predict the reactants needed to synthesize it. The reactants are: [F:1][C:2]1[C:3](B(O)O)=[CH:4][C:5]([O:8][CH3:9])=[N:6][CH:7]=1.Br[C:14]1[CH:21]=[C:20]([Cl:22])[CH:19]=[CH:18][C:15]=1[C:16]#[N:17]. (3) Given the product [CH3:39][N:38]([CH2:10][C:7]1[CH:8]=[CH:9][C:4]2[N:5]([C:12]([C:13]3[S:14][C:15]([C:24]4[NH:28][CH:27]=[N:26][N:25]=4)=[C:16]([C:18]4[CH:23]=[CH:22][CH:21]=[CH:20][CH:19]=4)[N:17]=3)=[C:2]([CH3:1])[N:3]=2)[CH:6]=1)[CH2:37][CH2:36][NH2:35], predict the reactants needed to synthesize it. The reactants are: [CH3:1][C:2]1[N:3]=[C:4]2[CH:9]=[CH:8][C:7]([CH:10]=O)=[CH:6][N:5]2[C:12]=1[C:13]1[S:14][C:15]([C:24]2[N:28]=[CH:27][N:26](C3CCCCO3)[N:25]=2)=[C:16]([C:18]2[CH:23]=[CH:22][CH:21]=[CH:20][CH:19]=2)[N:17]=1.[NH2:35][CH2:36][CH2:37][NH:38][C:39](OC(C)(C)C)=O.C(Cl)Cl.C(O)(=O)C.C(O[BH-](OC(=O)C)OC(=O)C)(=O)C.[Na+].C=O.FC(F)(F)C(O)=O. (4) Given the product [CH2:26]([N:23]1[CH2:24][CH2:25][C:20]([C:16]2[CH:17]=[CH:18][CH:19]=[C:14]([C:12]3[N:13]=[CH:9][NH:10][CH:11]=3)[CH:15]=2)([CH3:33])[CH:21]([CH3:32])[CH2:22]1)[CH2:27][CH2:28][CH2:29][CH2:30][CH3:31], predict the reactants needed to synthesize it. The reactants are: C(S[C:9]1[NH:10][CH:11]=[C:12]([C:14]2[CH:15]=[C:16]([C:20]3([CH3:33])[CH2:25][CH2:24][N:23]([CH2:26][CH2:27][CH2:28][CH2:29][CH2:30][CH3:31])[CH2:22][CH:21]3[CH3:32])[CH:17]=[CH:18][CH:19]=2)[N:13]=1)C1C=CC=CC=1.[OH-].[Na+].